From a dataset of Forward reaction prediction with 1.9M reactions from USPTO patents (1976-2016). Predict the product of the given reaction. Given the reactants [C:1]([O:5][C:6]([C:8]1[C:9]([C:28](O)=[O:29])=[N:10][C:11]([C:21]2[CH:26]=[CH:25][C:24]([Cl:27])=[CH:23][CH:22]=2)=[C:12]([C:14]2[CH:19]=[CH:18][C:17]([Cl:20])=[CH:16][CH:15]=2)[N:13]=1)=[O:7])([CH3:4])([CH3:3])[CH3:2].C(N1C=CN=C1)(N1C=CN=C1)=O.[N:43]1([NH2:49])[CH2:48][CH2:47][CH2:46][CH2:45][CH2:44]1, predict the reaction product. The product is: [Cl:27][C:24]1[CH:23]=[CH:22][C:21]([C:11]2[N:10]=[C:9]([C:28]([NH:49][N:43]3[CH2:48][CH2:47][CH2:46][CH2:45][CH2:44]3)=[O:29])[C:8]([C:6]([O:5][C:1]([CH3:2])([CH3:4])[CH3:3])=[O:7])=[N:13][C:12]=2[C:14]2[CH:19]=[CH:18][C:17]([Cl:20])=[CH:16][CH:15]=2)=[CH:26][CH:25]=1.